From a dataset of Forward reaction prediction with 1.9M reactions from USPTO patents (1976-2016). Predict the product of the given reaction. (1) Given the reactants [Cl:1][C:2]1[CH:3]=[C:4]([C:9]2[C:14]([C:15]([NH:17][CH2:18][CH2:19][CH2:20][C:21]3[CH:26]=[CH:25][CH:24]=[CH:23][CH:22]=3)=[O:16])=[C:13]([CH3:27])[N:12]=[C:11](SC)[N:10]=2)[CH:5]=[CH:6][C:7]=1[Cl:8].ClC1C=CC=C([C:37](OO)=[O:38])C=1.S(=O)(O)[O-].[Na+].C[O-].[Na+], predict the reaction product. The product is: [Cl:1][C:2]1[CH:3]=[C:4]([C:9]2[C:14]([C:15]([NH:17][CH2:18][CH2:19][CH2:20][C:21]3[CH:26]=[CH:25][CH:24]=[CH:23][CH:22]=3)=[O:16])=[C:13]([CH3:27])[N:12]=[C:11]([O:38][CH3:37])[N:10]=2)[CH:5]=[CH:6][C:7]=1[Cl:8]. (2) Given the reactants C(OC([N:8]1[CH2:13][CH2:12][CH2:11][CH:10]([C:14]([OH:16])=O)[CH2:9]1)=O)(C)(C)C.Cl[C:18]1N=C(Cl)N=[C:20](OC)[N:19]=1.CN1CCOCC1.CNC.FC(F)(F)C(O)=O, predict the reaction product. The product is: [CH3:18][N:19]([CH3:20])[C:14]([CH:10]1[CH2:11][CH2:12][CH2:13][NH:8][CH2:9]1)=[O:16]. (3) Given the reactants [NH2:1][C:2]1[C:11]([F:12])=[C:10](F)[C:9]([O:14][CH3:15])=[C:8]2[C:3]=1[C:4](=[O:22])[C:5]([C:19]([OH:21])=[O:20])=[CH:6][N:7]2[CH:16]1[CH2:18][CH2:17]1.[NH2:23][CH:24]1[CH2:29][CH2:28][NH:27][CH2:26][CH:25]1[CH3:30], predict the reaction product. The product is: [NH2:1][C:2]1[C:11]([F:12])=[C:10]([N:27]2[CH2:28][CH2:29][CH:24]([NH2:23])[CH:25]([CH3:30])[CH2:26]2)[C:9]([O:14][CH3:15])=[C:8]2[C:3]=1[C:4](=[O:22])[C:5]([C:19]([OH:21])=[O:20])=[CH:6][N:7]2[CH:16]1[CH2:18][CH2:17]1. (4) Given the reactants C([N-:3]C=O)=O.[Na+].Br[CH2:8][C:9]([C:11]1[CH:16]=[CH:15][CH:14]=[C:13]([Cl:17])[C:12]=1[Cl:18])=[O:10], predict the reaction product. The product is: [ClH:17].[NH2:3][CH2:8][C:9]([C:11]1[CH:16]=[CH:15][CH:14]=[C:13]([Cl:17])[C:12]=1[Cl:18])=[O:10]. (5) Given the reactants B.C1COCC1.[Cl:7][C:8]1[C:15]([N+:16]([O-:18])=[O:17])=[CH:14][C:11]([C:12]#[N:13])=[CH:10][C:9]=1[F:19], predict the reaction product. The product is: [Cl:7][C:8]1[C:15]([N+:16]([O-:18])=[O:17])=[CH:14][C:11]([CH2:12][NH2:13])=[CH:10][C:9]=1[F:19]. (6) Given the reactants C([O-])([O-])=O.[K+].[K+].Cl[C:8]1[CH:15]=[CH:14][C:11]([C:12]#[N:13])=[CH:10][N:9]=1.[OH:16][C:17]1[CH:24]=[CH:23][C:20]([CH:21]=[O:22])=[CH:19][CH:18]=1, predict the reaction product. The product is: [CH:21]([C:20]1[CH:23]=[CH:24][C:17]([O:16][C:8]2[CH:15]=[CH:14][C:11]([C:12]#[N:13])=[CH:10][N:9]=2)=[CH:18][CH:19]=1)=[O:22].